Dataset: Peptide-MHC class II binding affinity with 134,281 pairs from IEDB. Task: Regression. Given a peptide amino acid sequence and an MHC pseudo amino acid sequence, predict their binding affinity value. This is MHC class II binding data. (1) The peptide sequence is MGDVAWDFSSAGGFF. The MHC is DRB1_0802 with pseudo-sequence DRB1_0802. The binding affinity (normalized) is 0.381. (2) The peptide sequence is WELQIVDKIDAAFKI. The MHC is DRB1_0802 with pseudo-sequence DRB1_0802. The binding affinity (normalized) is 0.440. (3) The peptide sequence is DFNEFISFCNANPGL. The MHC is HLA-DQA10301-DQB10302 with pseudo-sequence HLA-DQA10301-DQB10302. The binding affinity (normalized) is 0.329. (4) The peptide sequence is FRLLQNSQVFSLIRP. The MHC is DRB3_0101 with pseudo-sequence DRB3_0101. The binding affinity (normalized) is 0.174. (5) The peptide sequence is HNWVNHAVPLAMKLI. The MHC is DRB4_0101 with pseudo-sequence DRB4_0103. The binding affinity (normalized) is 0.284. (6) The binding affinity (normalized) is 0. The MHC is DRB1_0802 with pseudo-sequence DRB1_0802. The peptide sequence is RAQFPRQCATVEALR.